This data is from Full USPTO retrosynthesis dataset with 1.9M reactions from patents (1976-2016). The task is: Predict the reactants needed to synthesize the given product. (1) The reactants are: [Cl:1][C:2]1[CH:3]=[C:4]([CH:13]=[C:14]([Cl:16])[CH:15]=1)[C:5]([NH:7][NH:8][C:9](=[O:12])[CH2:10][Cl:11])=O.C(Cl)(OCC1C=CC=CC=1)=O. Given the product [Cl:11][CH2:10][C:9]1[O:12][C:5]([C:4]2[CH:3]=[C:2]([Cl:1])[CH:15]=[C:14]([Cl:16])[CH:13]=2)=[N:7][N:8]=1, predict the reactants needed to synthesize it. (2) The reactants are: Cl.[N:2]1[CH:7]=[CH:6][CH:5]=[C:4]([O:8][C:9]([N:11]2[CH2:16][CH2:15][NH:14][CH2:13][CH2:12]2)=[O:10])[CH:3]=1.[N:17]1[C:21]2[CH:22]=[CH:23][CH:24]=[CH:25][C:20]=2[NH:19][C:18]=1[C:26](O)=[O:27].C1C=CC2N(O)N=NC=2C=1.CCN=C=NCCCN(C)C.C(=O)([O-])O.[Na+]. Given the product [N:2]1[CH:7]=[CH:6][CH:5]=[C:4]([O:8][C:9]([N:11]2[CH2:12][CH2:13][N:14]([C:26]([C:18]3[NH:19][C:20]4[CH:25]=[CH:24][CH:23]=[CH:22][C:21]=4[N:17]=3)=[O:27])[CH2:15][CH2:16]2)=[O:10])[CH:3]=1, predict the reactants needed to synthesize it. (3) Given the product [Br:1][C:2]1[CH:7]=[CH:6][C:5]([S:8][C:13]2[CH:12]=[CH:11][C:10]([Cl:9])=[CH:15][C:14]=2[Cl:16])=[CH:4][CH:3]=1, predict the reactants needed to synthesize it. The reactants are: [Br:1][C:2]1[CH:7]=[CH:6][C:5]([SH:8])=[CH:4][CH:3]=1.[Cl:9][C:10]1[CH:15]=[C:14]([Cl:16])[CH:13]=[CH:12][C:11]=1I.CC(CCC)C(=O)C(=O)C(C)(C)C.C(=O)([O-])[O-].[Cs+].[Cs+]. (4) Given the product [CH3:9][C:4]1[N:3]=[C:2]2[NH:1][C:10](=[O:11])[O:8][C:7]2=[CH:6][CH:5]=1, predict the reactants needed to synthesize it. The reactants are: [NH2:1][C:2]1[C:7]([OH:8])=[CH:6][CH:5]=[C:4]([CH3:9])[N:3]=1.[C:10](N1C=CN=C1)(N1C=CN=C1)=[O:11]. (5) Given the product [OH:1][C@H:2]1[CH2:6][CH2:5][C@H:4]([NH:7][C:8]([C:10]2[C:11]3[CH2:27][O:26][C:25]4[CH:24]=[C:23]([O:28][CH3:29])[C:22]([C:40]5[CH:41]=[CH:42][N:43]([CH3:45])[N:44]=5)=[CH:21][C:20]=4[C:12]=3[N:13]([C:15]3[CH:19]=[CH:18][S:17][CH:16]=3)[N:14]=2)=[O:9])[CH2:3]1, predict the reactants needed to synthesize it. The reactants are: [OH:1][C@H:2]1[CH2:6][CH2:5][C@H:4]([NH:7][C:8]([C:10]2[C:11]3[CH2:27][O:26][C:25]4[CH:24]=[C:23]([O:28][CH3:29])[C:22](Br)=[CH:21][C:20]=4[C:12]=3[N:13]([C:15]3[CH:19]=[CH:18][S:17][CH:16]=3)[N:14]=2)=[O:9])[CH2:3]1.N[C@H]1CC[C@H](OC([C:40]2[C:41]3COC4C=C(OC)C(Br)=CC=4[C:42]=3[N:43]([C:45]3C=CSC=3)[N:44]=2)=O)C1.CN1C=CC(B2OC(C)(C)C(C)(C)O2)=N1.C1(P(C2CCCCC2)C2C=CC=CC=2C2C(OC)=CC=CC=2OC)CCCCC1.C(=O)([O-])[O-].[K+].[K+].